From a dataset of Forward reaction prediction with 1.9M reactions from USPTO patents (1976-2016). Predict the product of the given reaction. (1) Given the reactants [OH:1][C:2]1[C:11]2[C:6](=[CH:7][C:8]([CH2:12][C:13]3[CH:18]=[CH:17][CH:16]=[CH:15][CH:14]=3)=[CH:9][N:10]=2)[NH:5][C:4](=[O:19])[C:3]=1[C:20](OCC)=[O:21].[CH:25]1([NH2:31])[CH2:30][CH2:29][CH2:28][CH2:27][CH2:26]1, predict the reaction product. The product is: [CH:25]1([NH:31][C:20]([C:3]2[C:4](=[O:19])[NH:5][C:6]3[C:11]([C:2]=2[OH:1])=[N:10][CH:9]=[C:8]([CH2:12][C:13]2[CH:14]=[CH:15][CH:16]=[CH:17][CH:18]=2)[CH:7]=3)=[O:21])[CH2:30][CH2:29][CH2:28][CH2:27][CH2:26]1. (2) Given the reactants [Cl:1][C:2]1[CH:3]=[N:4][C:5]([CH2:13][OH:14])=[C:6]([CH:12]=1)[C:7]([O:9][CH2:10][CH3:11])=[O:8].[F:15][C:16]1[CH:17]=[C:18](O)[CH:19]=[CH:20][CH:21]=1.C1(P(C2C=CC=CC=2)C2C=CC=CC=2)C=CC=CC=1.CCOC(/N=N/C(OCC)=O)=O.C1(C)C=CC=CC=1, predict the reaction product. The product is: [Cl:1][C:2]1[CH:3]=[N:4][C:5]([CH2:13][O:14][C:20]2[CH:19]=[CH:18][CH:17]=[C:16]([F:15])[CH:21]=2)=[C:6]([CH:12]=1)[C:7]([O:9][CH2:10][CH3:11])=[O:8]. (3) Given the reactants [Br:1][CH:2]([CH2:20][CH2:21]Br)[C:3]([NH:5][CH:6]1[CH2:11][CH2:10][N:9]([C:12]2[S:16][N:15]=[C:14]([CH:17]([CH3:19])[CH3:18])[N:13]=2)[CH2:8][CH2:7]1)=[O:4].[H-].[Na+].O, predict the reaction product. The product is: [Br:1][CH:2]1[CH2:20][CH2:21][N:5]([CH:6]2[CH2:11][CH2:10][N:9]([C:12]3[S:16][N:15]=[C:14]([CH:17]([CH3:19])[CH3:18])[N:13]=3)[CH2:8][CH2:7]2)[C:3]1=[O:4]. (4) Given the reactants [C:1]([C@@:3]1([CH:35]2[CH2:37][CH2:36]2)[CH2:7][CH2:6][N:5]([C:8]2[CH:13]=[CH:12][N:11]=[C:10]([NH:14][C:15]3[N:20]=[CH:19][C:18]([CH:21]4[CH2:26][CH2:25][N:24](C(OC(C)(C)C)=O)[CH2:23][CH2:22]4)=[CH:17][CH:16]=3)[CH:9]=2)[C:4]1=[O:34])#[N:2].C(OC(=O)C)C.[ClH:44], predict the reaction product. The product is: [ClH:44].[CH:35]1([C@:3]2([C:1]#[N:2])[CH2:7][CH2:6][N:5]([C:8]3[CH:13]=[CH:12][N:11]=[C:10]([NH:14][C:15]4[CH:16]=[CH:17][C:18]([CH:21]5[CH2:22][CH2:23][NH:24][CH2:25][CH2:26]5)=[CH:19][N:20]=4)[CH:9]=3)[C:4]2=[O:34])[CH2:36][CH2:37]1. (5) Given the reactants Br[C:2]1[CH:17]=[CH:16][C:5]([O:6][CH:7]2[CH2:15][C:14]3[C:9](=[CH:10][CH:11]=[CH:12][CH:13]=3)[CH2:8]2)=[CH:4][CH:3]=1.C(=O)([O-])O.[Na+].[C:23]([O:27][CH3:28])(=[O:26])[CH:24]=[CH2:25], predict the reaction product. The product is: [CH2:8]1[C:9]2[C:14](=[CH:13][CH:12]=[CH:11][CH:10]=2)[CH2:15][CH:7]1[O:6][C:5]1[CH:16]=[CH:17][C:2](/[CH:25]=[CH:24]/[C:23]([O:27][CH3:28])=[O:26])=[CH:3][CH:4]=1.